Task: Predict the product of the given reaction.. Dataset: Forward reaction prediction with 1.9M reactions from USPTO patents (1976-2016) Given the reactants [CH3:1][O:2][C:3]1[CH:8]=[CH:7][C:6](B(O)O)=[CH:5][CH:4]=1.Cl[C:13]1[N:18]=[C:17]([N:19]([CH3:39])[CH2:20][CH2:21][CH2:22][O:23][C:24]2[CH:25]=[C:26]3[C:30](=[CH:31][CH:32]=2)[C@H:29]([CH2:33][C:34]([O:36][CH2:37][CH3:38])=[O:35])[CH2:28][CH2:27]3)[C:16](Cl)=[CH:15][N:14]=1.C(Cl)Cl.[C:44](=[O:47])([O-])[O-].[Na+].[Na+], predict the reaction product. The product is: [CH3:1][O:2][C:3]1[CH:8]=[CH:7][C:6]([C:13]2[N:18]=[C:17]([N:19]([CH3:39])[CH2:20][CH2:21][CH2:22][O:23][C:24]3[CH:25]=[C:26]4[C:30](=[CH:31][CH:32]=3)[C@H:29]([CH2:33][C:34]([O:36][CH2:37][CH3:38])=[O:35])[CH2:28][CH2:27]4)[C:16]([C:3]3[CH:8]=[CH:7][C:6]([O:47][CH3:44])=[CH:5][CH:4]=3)=[CH:15][N:14]=2)=[CH:5][CH:4]=1.